Dataset: Retrosynthesis with 50K atom-mapped reactions and 10 reaction types from USPTO. Task: Predict the reactants needed to synthesize the given product. (1) Given the product O=S(=O)(c1cc(Cl)cc(Cl)c1)N(Cc1ccc(F)cc1)Cc1ccccc1CNCc1ccc(F)cc1, predict the reactants needed to synthesize it. The reactants are: Fc1ccc(CNCc2ccccc2CNCc2ccc(F)cc2)cc1.O=S(=O)(Cl)c1cc(Cl)cc(Cl)c1. (2) Given the product CCOC(=O)c1sc(SC)c(C(=O)OCC)c1CBr, predict the reactants needed to synthesize it. The reactants are: CCOC(=O)c1sc(SC)c(C(=O)OCC)c1C.O=C1CCC(=O)N1Br. (3) Given the product O=C(O)c1ncccc1NC(=O)C12CC3CC(CC1C3)C2, predict the reactants needed to synthesize it. The reactants are: CCOC(=O)c1ncccc1NC(=O)C12CC3CC(CC1C3)C2.